Dataset: Peptide-MHC class I binding affinity with 185,985 pairs from IEDB/IMGT. Task: Regression. Given a peptide amino acid sequence and an MHC pseudo amino acid sequence, predict their binding affinity value. This is MHC class I binding data. The peptide sequence is IVSSYVCSGL. The MHC is HLA-A68:02 with pseudo-sequence HLA-A68:02. The binding affinity (normalized) is 0.386.